Dataset: Full USPTO retrosynthesis dataset with 1.9M reactions from patents (1976-2016). Task: Predict the reactants needed to synthesize the given product. (1) Given the product [CH2:1]([O:3][C:4](=[O:33])/[C:5](=[N:31]\[O:32][CH2:35][CH2:36][NH:37][C:38]1[C:47]2[C:42](=[CH:43][C:44]([Cl:48])=[CH:45][CH:46]=2)[N:41]=[CH:40][CH:39]=1)/[C:6]1[N:7]=[C:8]([NH:11][C:12]([C:13]2[CH:18]=[CH:17][CH:16]=[CH:15][CH:14]=2)([C:19]2[CH:20]=[CH:21][CH:22]=[CH:23][CH:24]=2)[C:25]2[CH:30]=[CH:29][CH:28]=[CH:27][CH:26]=2)[S:9][CH:10]=1)[CH3:2], predict the reactants needed to synthesize it. The reactants are: [CH2:1]([O:3][C:4](=[O:33])[C:5](=[N:31][OH:32])[C:6]1[N:7]=[C:8]([NH:11][C:12]([C:25]2[CH:30]=[CH:29][CH:28]=[CH:27][CH:26]=2)([C:19]2[CH:24]=[CH:23][CH:22]=[CH:21][CH:20]=2)[C:13]2[CH:18]=[CH:17][CH:16]=[CH:15][CH:14]=2)[S:9][CH:10]=1)[CH3:2].Br[CH2:35][CH2:36][NH:37][C:38]1[C:47]2[C:42](=[CH:43][C:44]([Cl:48])=[CH:45][CH:46]=2)[N:41]=[CH:40][CH:39]=1.C(=O)([O-])[O-].[K+].[K+]. (2) Given the product [CH2:13]([O:12][C:9]1[CH:10]=[CH:11][C:6]([C:5]2[O:4][CH:1]=[CH:2][N:28]=2)=[CH:7][C:8]=1[NH:16][C:17]([NH2:19])=[S:18])[CH3:14], predict the reactants needed to synthesize it. The reactants are: [CH:1]([O:4][C:5](=O)[C:6]1[CH:11]=[CH:10][C:9]([O:12][CH:13](C)[CH3:14])=[C:8]([NH:16][C:17]([NH2:19])=[S:18])[CH:7]=1)(C)[CH3:2].CC1C=CC(C([NH2:28])=O)=CC=1NC(N)=S.N. (3) Given the product [N:8]1[C:9]2[C:4](=[C:3]([NH:1][NH:2][C:22]([CH:19]3[C:13]4([CH2:14][CH2:15][CH2:16][CH2:17][CH2:18]4)[CH2:21]3)=[O:24])[CH:12]=[CH:11][CH:10]=2)[CH:5]=[CH:6][CH:7]=1, predict the reactants needed to synthesize it. The reactants are: [NH:1]([C:3]1[CH:12]=[CH:11][CH:10]=[C:9]2[C:4]=1[CH:5]=[CH:6][CH:7]=[N:8]2)[NH2:2].[CH:13]1([C:19]2([C:22]([OH:24])=O)[CH2:21]C2)[CH2:18][CH2:17][CH2:16][CH2:15][CH2:14]1. (4) Given the product [ClH:1].[CH:23]1([C:26]2[C:27]([CH2:40][N:41]3[CH2:42][CH2:43][CH:44]([S:47]([C:49]4[CH:54]=[C:53]([Cl:55])[CH:52]=[C:51]([Cl:56])[CH:50]=4)=[O:48])[CH2:45][CH2:46]3)=[CH:28][C:29]([F:39])=[C:30]([CH:38]=2)[C:31]([OH:33])=[O:32])[CH2:25][CH2:24]1, predict the reactants needed to synthesize it. The reactants are: [Cl:1]C1C=C(C=C(Cl)C=1)CN1CCN(C(OC(C)(C)C)=O)CC1.[CH:23]1([C:26]2[C:27]([CH2:40][N:41]3[CH2:46][CH2:45][CH:44]([S:47]([C:49]4[CH:54]=[C:53]([Cl:55])[CH:52]=[C:51]([Cl:56])[CH:50]=4)=[O:48])[CH2:43][CH2:42]3)=[CH:28][C:29]([F:39])=[C:30]([CH:38]=2)[C:31]([O:33]C(C)(C)C)=[O:32])[CH2:25][CH2:24]1. (5) Given the product [CH3:60][O:61][C:62]1[CH:63]=[C:64]2[C:69](=[CH:70][C:71]=1[O:72][CH3:73])[N:68]=[CH:67][CH:66]=[C:65]2[O:74][C:75]1[CH:80]=[CH:79][C:78]([NH:81][C:14]([C:12]2[C:11](=[O:17])[N:10]([C:18]3[CH:23]=[CH:22][C:21]([F:24])=[CH:20][CH:19]=3)[C:9](=[O:25])[N:8]([CH2:7][C@H:5]([OH:6])[CH2:4][OH:3])[CH:13]=2)=[O:16])=[CH:77][C:76]=1[F:82], predict the reactants needed to synthesize it. The reactants are: CC1(C)[O:6][C@@H:5]([CH2:7][N:8]2[CH:13]=[C:12]([C:14]([OH:16])=O)[C:11](=[O:17])[N:10]([C:18]3[CH:23]=[CH:22][C:21]([F:24])=[CH:20][CH:19]=3)[C:9]2=[O:25])[CH2:4][O:3]1.F[P-](F)(F)(F)(F)F.C[N+](C)=C(N(C)C)ON1C2N=CC=CC=2N=N1.C(N(CC)C(C)C)(C)C.[CH3:60][O:61][C:62]1[CH:63]=[C:64]2[C:69](=[CH:70][C:71]=1[O:72][CH3:73])[N:68]=[CH:67][CH:66]=[C:65]2[O:74][C:75]1[CH:80]=[CH:79][C:78]([NH2:81])=[CH:77][C:76]=1[F:82].O1CCOCC1. (6) Given the product [CH3:1][C:2]1[CH:3]=[CH:4][C:5]([N+:10]([O-:12])=[O:11])=[C:6]([CH:7]=1)[CH:8]=[O:9], predict the reactants needed to synthesize it. The reactants are: [CH3:1][C:2]1[CH:3]=[CH:4][C:5]([N+:10]([O-:12])=[O:11])=[C:6]([CH2:8][OH:9])[CH:7]=1.[Cr](O[Cr]([O-])(=O)=O)([O-])(=O)=O.[NH+]1C=CC=CC=1.[NH+]1C=CC=CC=1. (7) Given the product [Cl:23][C:24]1[CH:25]=[CH:26][C:27]([N:30]2[CH2:35][CH2:34][N:33]([C:18]3[N:17]=[C:16]([N:4]([CH2:3][C:1]#[N:2])[C:5](=[O:15])[C@H:6]([CH2:8][C:9]4[CH:14]=[CH:13][CH:12]=[CH:11][CH:10]=4)[NH2:7])[CH:21]=[CH:20][N:19]=3)[CH2:32][CH2:31]2)=[CH:28][CH:29]=1, predict the reactants needed to synthesize it. The reactants are: [C:1]([CH2:3][N:4]([C:16]1[CH:21]=[CH:20][N:19]=[C:18](F)[N:17]=1)[C:5](=[O:15])[C@H:6]([CH2:8][C:9]1[CH:14]=[CH:13][CH:12]=[CH:11][CH:10]=1)[NH2:7])#[N:2].[Cl:23][C:24]1[CH:29]=[CH:28][C:27]([N:30]2[CH2:35][CH2:34][NH:33][CH2:32][CH2:31]2)=[CH:26][CH:25]=1.